Dataset: Full USPTO retrosynthesis dataset with 1.9M reactions from patents (1976-2016). Task: Predict the reactants needed to synthesize the given product. (1) Given the product [CH2:25]([C:20]([NH:19][C:14]([C:12]1[CH:11]=[CH:10][C:9]([O:17][CH3:18])=[C:8]([C:4]2[CH:5]=[CH:6][CH:7]=[C:2]([Cl:1])[CH:3]=2)[N:13]=1)=[O:16])([C:21](=[O:22])[NH:23][CH3:24])[CH2:27][CH3:28])[CH3:26], predict the reactants needed to synthesize it. The reactants are: [Cl:1][C:2]1[CH:3]=[C:4]([C:8]2[N:13]=[C:12]([C:14]([OH:16])=O)[CH:11]=[CH:10][C:9]=2[O:17][CH3:18])[CH:5]=[CH:6][CH:7]=1.[NH2:19][C:20]([CH2:27][CH3:28])([CH2:25][CH3:26])[C:21]([NH:23][CH3:24])=[O:22]. (2) The reactants are: [ClH:1].Cl.[F:3][C:4]([F:42])([F:41])[C:5]1[CH:6]=[C:7]([CH:34]=[C:35]([C:37]([F:40])([F:39])[F:38])[CH:36]=1)[C:8]([N:10]1[CH2:15][CH2:14][N:13]([CH2:16][C:17]#[C:18][C:19]2[CH:24]=[CH:23][CH:22]=[CH:21][N:20]=2)[CH2:12][C@H:11]1[CH2:25][C:26]1[CH:31]=[CH:30][C:29]([CH3:32])=[C:28]([CH3:33])[CH:27]=1)=[O:9].C(=O)(O)[O-].[Na+]. Given the product [ClH:1].[ClH:1].[F:42][C:4]([F:3])([F:41])[C:5]1[CH:6]=[C:7]([CH:34]=[C:35]([C:37]([F:38])([F:39])[F:40])[CH:36]=1)[C:8]([N:10]1[CH2:15][CH2:14][N:13]([CH2:16][CH2:17][CH2:18][C:19]2[CH:24]=[CH:23][CH:22]=[CH:21][N:20]=2)[CH2:12][C@H:11]1[CH2:25][C:26]1[CH:31]=[CH:30][C:29]([CH3:32])=[C:28]([CH3:33])[CH:27]=1)=[O:9], predict the reactants needed to synthesize it. (3) Given the product [CH2:14]([O:16][C:17](=[O:29])[CH:18]([NH:28][S:10]([C:4]1[CH:3]=[C:2]([F:1])[C:7]([F:8])=[C:6]([F:9])[CH:5]=1)(=[O:12])=[O:11])[CH:19]([C:20]([F:23])([F:21])[F:22])[C:24]([F:26])([F:27])[F:25])[CH3:15], predict the reactants needed to synthesize it. The reactants are: [F:1][C:2]1[CH:3]=[C:4]([S:10](Cl)(=[O:12])=[O:11])[CH:5]=[C:6]([F:9])[C:7]=1[F:8].[CH2:14]([O:16][C:17](=[O:29])[CH:18]([NH2:28])[CH:19]([C:24]([F:27])([F:26])[F:25])[C:20]([F:23])([F:22])[F:21])[CH3:15].N1C=CC=CC=1. (4) Given the product [Cl:1][C:2]1[N:10]=[C:9]2[C:5]([N:6]=[CH:7][N:8]2[C@@H:11]2[CH2:15][C@H:14]([NH:16][C:40](=[O:41])[C:39]([CH3:44])([CH3:43])[CH3:38])[C@@H:13]([OH:21])[C@H:12]2[OH:22])=[C:4]([NH:23][CH2:24][CH:25]([C:26]2[CH:31]=[CH:30][CH:29]=[CH:28][CH:27]=2)[C:32]2[CH:37]=[CH:36][CH:35]=[CH:34][CH:33]=2)[N:3]=1, predict the reactants needed to synthesize it. The reactants are: [Cl:1][C:2]1[N:10]=[C:9]2[C:5]([N:6]=[CH:7][N:8]2[C@@H:11]2[CH2:15][C@H:14]([NH:16]C(=O)CC)[C@@H:13]([OH:21])[C@H:12]2[OH:22])=[C:4]([NH:23][CH2:24][CH:25]([C:32]2[CH:37]=[CH:36][CH:35]=[CH:34][CH:33]=2)[C:26]2[CH:31]=[CH:30][CH:29]=[CH:28][CH:27]=2)[N:3]=1.[CH3:38][C:39]([CH3:44])([CH3:43])[C:40](Cl)=[O:41]. (5) Given the product [F:1][C:2]1([F:11])[CH2:7][CH2:6][CH:5]([CH:8]([NH2:19])[CH3:9])[CH2:4][CH2:3]1, predict the reactants needed to synthesize it. The reactants are: [F:1][C:2]1([F:11])[CH2:7][CH2:6][CH:5]([C:8](=O)[CH3:9])[CH2:4][CH2:3]1.C([O-])(=O)C.[NH4+].[BH3-]C#[N:19].[Na+]. (6) Given the product [Cl:1][C:2]1[N:7]=[CH:6][C:5]([CH2:8][C:9]([N:14]([O:15][CH3:16])[CH3:13])=[O:11])=[CH:4][CH:3]=1, predict the reactants needed to synthesize it. The reactants are: [Cl:1][C:2]1[N:7]=[CH:6][C:5]([CH2:8][C:9]([OH:11])=O)=[CH:4][CH:3]=1.Cl.[CH3:13][NH:14][O:15][CH3:16].CCN=C=NCCCN(C)C.Cl.CN1CCOCC1. (7) Given the product [NH2:1][CH2:4][C@@H:5]([NH:8][C:9](=[O:15])[O:10][C:11]([CH3:14])([CH3:13])[CH3:12])[CH2:6][CH3:7], predict the reactants needed to synthesize it. The reactants are: [N:1]([CH2:4][C@@H:5]([NH:8][C:9](=[O:15])[O:10][C:11]([CH3:14])([CH3:13])[CH3:12])[CH2:6][CH3:7])=[N+]=[N-]. (8) Given the product [Cl:1][C:2]1[CH:3]=[CH:4][C:5]([C:8]2[O:12][C:11]([CH3:13])=[C:10]([C:14]([O:16][CH2:23][CH3:24])=[O:15])[CH:9]=2)=[CH:6][CH:7]=1, predict the reactants needed to synthesize it. The reactants are: [Cl:1][C:2]1[CH:7]=[CH:6][C:5]([C:8]2[O:12][C:11]([CH3:13])=[C:10]([C:14]([OH:16])=[O:15])[CH:9]=2)=[CH:4][CH:3]=1.C(=O)([O-])[O-].[K+].[K+].[CH2:23](I)[CH3:24].O. (9) Given the product [C:6](=[P:7]([C:14]1[CH:19]=[CH:18][CH:17]=[CH:16][CH:15]=1)([C:8]1[CH:9]=[CH:10][CH:11]=[CH:12][CH:13]=1)[C:20]1[CH:25]=[CH:24][CH:23]=[CH:22][CH:21]=1)=[C:1]=[O:2], predict the reactants needed to synthesize it. The reactants are: [C:1]([CH:6]=[P:7]([C:20]1[CH:25]=[CH:24][CH:23]=[CH:22][CH:21]=1)([C:14]1[CH:19]=[CH:18][CH:17]=[CH:16][CH:15]=1)[C:8]1[CH:13]=[CH:12][CH:11]=[CH:10][CH:9]=1)(OCC)=[O:2].C[Si](C)(C)[N-][Si](C)(C)C.[Na+]. (10) The reactants are: CCN(C(C)C)C(C)C.[CH2:10]([OH:15])[CH2:11][CH2:12][CH:13]=[CH2:14].Cl[C:17](Cl)([O:19]C(=O)OC(Cl)(Cl)Cl)Cl.[OH-].[Na+].[NH2:30][C@H:31]([C:36]([OH:38])=[O:37])[C:32]([CH3:35])([CH3:34])[CH3:33]. Given the product [CH3:33][C:32]([CH3:35])([CH3:34])[C@H:31]([NH:30][C:17]([O:15][CH2:10][CH2:11][CH2:12][CH:13]=[CH2:14])=[O:19])[C:36]([OH:38])=[O:37], predict the reactants needed to synthesize it.